From a dataset of Full USPTO retrosynthesis dataset with 1.9M reactions from patents (1976-2016). Predict the reactants needed to synthesize the given product. (1) Given the product [Br:16][C:17]1[CH:22]=[CH:21][C:20]([NH:1][C:2]2[CH:3]=[CH:4][C:5]3[N:10]([CH3:11])[C:9](=[O:12])[O:8][C:7]([CH3:13])([CH3:14])[C:6]=3[CH:15]=2)=[CH:19][CH:18]=1, predict the reactants needed to synthesize it. The reactants are: [NH2:1][C:2]1[CH:3]=[CH:4][C:5]2[N:10]([CH3:11])[C:9](=[O:12])[O:8][C:7]([CH3:14])([CH3:13])[C:6]=2[CH:15]=1.[Br:16][C:17]1[CH:22]=[CH:21][C:20](B(O)O)=[CH:19][CH:18]=1. (2) Given the product [C:11]1([CH3:20])[CH:16]=[CH:15][CH:14]=[CH:13][C:12]=1[C:2]1[CH:10]=[CH:9][C:5]([C:6]([OH:8])=[O:7])=[CH:4][CH:3]=1, predict the reactants needed to synthesize it. The reactants are: Br[C:2]1[CH:10]=[CH:9][C:5]([C:6]([OH:8])=[O:7])=[CH:4][CH:3]=1.[C:11]1([CH3:20])[CH:16]=[CH:15][CH:14]=[CH:13][C:12]=1B(O)O. (3) The reactants are: [NH2:1][C:2]1[C:11]([CH:12]=O)=[CH:10][CH:9]=[CH:8][C:3]=1[C:4]([O:6][CH3:7])=[O:5].[CH:14](=O)[CH2:15][CH3:16].N1CCCCC1. Given the product [CH3:16][C:15]1[CH:14]=[N:1][C:2]2[C:11]([CH:12]=1)=[CH:10][CH:9]=[CH:8][C:3]=2[C:4]([O:6][CH3:7])=[O:5], predict the reactants needed to synthesize it. (4) The reactants are: Br[C:2]1[C:3]([NH2:9])=[N:4][CH:5]=[C:6]([Br:8])[N:7]=1.C(N(CC)CC)C.[CH3:17][Si:18]([C:21]#[CH:22])([CH3:20])[CH3:19]. Given the product [Br:8][C:6]1[N:7]=[C:2]([C:22]#[C:21][Si:18]([CH3:20])([CH3:19])[CH3:17])[C:3]([NH2:9])=[N:4][CH:5]=1, predict the reactants needed to synthesize it. (5) The reactants are: [O:1]=[C:2]1[CH:7]([C:8]([O:10][CH2:11][CH3:12])=[O:9])[CH2:6][CH2:5][CH2:4][NH:3]1.S(Cl)([Cl:16])(=O)=O.C(=O)([O-])O.[Na+]. Given the product [Cl:16][C:7]1([C:8]([O:10][CH2:11][CH3:12])=[O:9])[CH2:6][CH2:5][CH2:4][NH:3][C:2]1=[O:1], predict the reactants needed to synthesize it. (6) Given the product [ClH:31].[ClH:31].[C:19]1([CH2:18][N:14]2[C:15](=[O:17])[C:16]3[N:8]([CH2:1][C:2]4[CH:3]=[CH:4][CH:5]=[CH:6][CH:7]=4)[C:9]([N:32]4[CH2:37][CH2:36][NH:35][CH2:34][CH2:33]4)=[C:10]([C:29]#[N:30])[C:11]=3[N:12]=[CH:13]2)[C:28]2[C:23](=[CH:24][CH:25]=[CH:26][CH:27]=2)[CH:22]=[CH:21][N:20]=1, predict the reactants needed to synthesize it. The reactants are: [CH2:1]([N:8]1[C:16]2[C:15](=[O:17])[N:14]([CH2:18][C:19]3[C:28]4[C:23](=[CH:24][CH:25]=[CH:26][CH:27]=4)[CH:22]=[CH:21][N:20]=3)[CH:13]=[N:12][C:11]=2[C:10]([C:29]#[N:30])=[C:9]1[Cl:31])[C:2]1[CH:7]=[CH:6][CH:5]=[CH:4][CH:3]=1.[NH:32]1[CH2:37][CH2:36][NH:35][CH2:34][CH2:33]1. (7) Given the product [CH2:1]([O:8][C:9]1[CH:17]=[CH:16][C:12]([C:13]([NH:31][NH2:32])=[O:14])=[CH:11][CH:10]=1)[CH2:2][CH2:3][CH2:4][CH2:5][CH2:6][CH3:7], predict the reactants needed to synthesize it. The reactants are: [CH2:1]([O:8][C:9]1[CH:17]=[CH:16][C:12]([C:13](O)=[O:14])=[CH:11][CH:10]=1)[CH2:2][CH2:3][CH2:4][CH2:5][CH2:6][CH3:7].C(N1C=CN=C1)(N1C=CN=C1)=O.O.[NH2:31][NH2:32].